From a dataset of Forward reaction prediction with 1.9M reactions from USPTO patents (1976-2016). Predict the product of the given reaction. (1) Given the reactants [OH:1][C:2]1[CH:15]=[C:14]2[C:5]([N:6]3[C:11]([CH2:12][O:13]2)=[N:10][NH:9][C:8](=[O:16])[CH:7]3[CH3:17])=[CH:4][C:3]=1[N+:18]([O-:20])=[O:19].C([O-])([O-])=O.[K+].[K+].[CH2:27](Br)[C:28]1[CH:33]=[CH:32][CH:31]=[CH:30][CH:29]=1, predict the reaction product. The product is: [CH2:27]([O:1][C:2]1[CH:15]=[C:14]2[C:5]([N:6]3[C:11]([CH2:12][O:13]2)=[N:10][NH:9][C:8](=[O:16])[CH:7]3[CH3:17])=[CH:4][C:3]=1[N+:18]([O-:20])=[O:19])[C:28]1[CH:33]=[CH:32][CH:31]=[CH:30][CH:29]=1. (2) The product is: [CH3:8][C:9]([CH3:41])([C:34]([OH:36])=[O:35])[CH2:10][O:11][CH2:12][CH2:13][O:14][CH2:15][CH2:16][O:17][CH2:18][CH2:19][O:20][CH2:21][CH2:22][O:23][CH2:24][CH2:25][O:26][CH2:27][CH2:28][O:29][CH2:30][CH2:31][O:32][CH3:33]. Given the reactants C(O)(C(F)(F)F)=O.[CH3:8][C:9]([CH3:41])([C:34]([O:36]C(C)(C)C)=[O:35])[CH2:10][O:11][CH2:12][CH2:13][O:14][CH2:15][CH2:16][O:17][CH2:18][CH2:19][O:20][CH2:21][CH2:22][O:23][CH2:24][CH2:25][O:26][CH2:27][CH2:28][O:29][CH2:30][CH2:31][O:32][CH3:33], predict the reaction product. (3) The product is: [CH3:21][O:22][C:23]([C@@H:25]1[CH2:29][C@H:28]([NH2:30])[CH2:27][N:26]1[CH2:31][CH:32]1[CH2:37][CH2:36][CH2:35][CH2:34]1)=[O:24]. Given the reactants FC(F)(F)C(O)=O.C(OC([C@@H]1C[C@H](N=[N+]=[N-])CN1)=O)C.[CH3:21][O:22][C:23]([C@@H:25]1[CH2:29][C@H:28]([NH2:30])[CH2:27][N:26]1[CH2:31][CH:32]1[CH2:37][CH2:36][CH2:35][CH2:34]C1)=[O:24], predict the reaction product.